From a dataset of Reaction yield outcomes from USPTO patents with 853,638 reactions. Predict the reaction yield, written as a fraction of the theoretical maximum amount of product (1.0 means a 100% yield; for example, 0.34 means a 34% yield). The reactants are [C:1]12([O:11][CH2:12][CH2:13][O:14][CH2:15][CH2:16][C@H:17]([CH3:21])[C:18](O)=[O:19])[CH2:10][CH:5]3[CH2:6][CH:7]([CH2:9][CH:3]([CH2:4]3)[CH2:2]1)[CH2:8]2.S(Cl)(Cl)=O.[N+:26]([C:29]1[CH:35]=[CH:34][C:32]([NH2:33])=[CH:31][C:30]=1[C:36]([F:39])([F:38])[F:37])([O-:28])=[O:27]. The catalyst is CC(N(C)C)=O.CCOC(C)=O. The product is [C:1]12([O:11][CH2:12][CH2:13][O:14][CH2:15][CH2:16][C@H:17]([CH3:21])[C:18]([NH:33][C:32]3[CH:34]=[CH:35][C:29]([N+:26]([O-:28])=[O:27])=[C:30]([C:36]([F:37])([F:38])[F:39])[CH:31]=3)=[O:19])[CH2:2][CH:3]3[CH2:9][CH:7]([CH2:6][CH:5]([CH2:4]3)[CH2:10]1)[CH2:8]2. The yield is 0.200.